From a dataset of NCI-60 drug combinations with 297,098 pairs across 59 cell lines. Regression. Given two drug SMILES strings and cell line genomic features, predict the synergy score measuring deviation from expected non-interaction effect. Drug 1: CS(=O)(=O)C1=CC(=C(C=C1)C(=O)NC2=CC(=C(C=C2)Cl)C3=CC=CC=N3)Cl. Drug 2: C1CCC(CC1)NC(=O)N(CCCl)N=O. Cell line: NCI-H226. Synergy scores: CSS=15.4, Synergy_ZIP=-4.98, Synergy_Bliss=0.413, Synergy_Loewe=-2.82, Synergy_HSA=1.00.